From a dataset of Forward reaction prediction with 1.9M reactions from USPTO patents (1976-2016). Predict the product of the given reaction. Given the reactants [CH2:1]([OH:7])[CH:2]1[O:6][CH2:5][CH2:4][CH2:3]1.CC(C)([O-])C.[Na+].Cl[C:15]1[N:23]=[C:22]2[C:18]([N:19]=[CH:20][N:21]2[CH:24]2[CH2:29][CH2:28][CH2:27][CH2:26][O:25]2)=[C:17]([NH2:30])[N:16]=1, predict the reaction product. The product is: [O:6]1[CH2:5][CH2:4][CH2:3][CH:2]1[CH2:1][O:7][C:15]1[N:23]=[C:22]2[C:18]([N:19]=[CH:20][N:21]2[CH:24]2[CH2:29][CH2:28][CH2:27][CH2:26][O:25]2)=[C:17]([NH2:30])[N:16]=1.